Dataset: Forward reaction prediction with 1.9M reactions from USPTO patents (1976-2016). Task: Predict the product of the given reaction. (1) Given the reactants [CH2:1]([N:4]([CH2:10][CH2:11][CH3:12])[CH2:5][CH2:6][CH2:7][C:8]#[N:9])[CH2:2][CH3:3].[OH-].[Na+].[H][H], predict the reaction product. The product is: [CH2:10]([N:4]([CH2:1][CH2:2][CH3:3])[CH2:5][CH2:6][CH2:7][CH2:8][NH2:9])[CH2:11][CH3:12]. (2) Given the reactants [CH2:1]1[S:5][C@H:4]([CH2:6][OH:7])[O:3][C@@H:2]1[N:8]1[C:13](=[O:14])[N:12]=[C:11]([NH2:15])[C:10]([F:16])=[CH:9]1.Cl.C(N(CC)CC)C, predict the reaction product. The product is: [CH2:1]1[S:5][C@H:4]([CH2:6][OH:7])[O:3][C@@H:2]1[N:8]1[C:13](=[O:14])[N:12]=[C:11]([NH2:15])[C:10]([F:16])=[CH:9]1. (3) The product is: [CH2:1]([O:3][C:4]([C:6]1[NH:7][C:8]2[C:13]([CH:14]=1)=[CH:12][C:11]([O:15][C@H:16]1[CH2:20][CH2:19][N:18]([CH:21]([CH3:22])[CH3:28])[CH2:17]1)=[CH:10][CH:9]=2)=[O:5])[CH3:2]. Given the reactants [CH2:1]([O:3][C:4]([C:6]1[NH:7][C:8]2[C:13]([CH:14]=1)=[CH:12][C:11]([O:15][C@H:16]1[CH2:20][CH2:19][N:18]([CH2:21][C:22]3C=CC=CC=3)[CH2:17]1)=[CH:10][CH:9]=2)=[O:5])[CH3:2].[C:28](O)(=O)C.IC(C)C, predict the reaction product. (4) Given the reactants [C:1]([Si:5]([CH3:18])([CH3:17])[O:6][C:7]1[CH:8]=[C:9]2[C:14](=[CH:15][CH:16]=1)[NH:13][CH2:12][CH2:11][CH2:10]2)([CH3:4])([CH3:3])[CH3:2].I[C:20]1[CH:25]=[CH:24][CH:23]=[CH:22][CH:21]=1.C1C=CC(P(C2C(C3C(P(C4C=CC=CC=4)C4C=CC=CC=4)=CC=C4C=3C=CC=C4)=C3C(C=CC=C3)=CC=2)C2C=CC=CC=2)=CC=1.C([O-])([O-])=O.[Cs+].[Cs+], predict the reaction product. The product is: [C:1]([Si:5]([CH3:18])([CH3:17])[O:6][C:7]1[CH:8]=[C:9]2[C:14](=[CH:15][CH:16]=1)[N:13]([C:20]1[CH:25]=[CH:24][CH:23]=[CH:22][CH:21]=1)[CH2:12][CH2:11][CH2:10]2)([CH3:4])([CH3:3])[CH3:2].